Dataset: Experimentally validated miRNA-target interactions with 360,000+ pairs, plus equal number of negative samples. Task: Binary Classification. Given a miRNA mature sequence and a target amino acid sequence, predict their likelihood of interaction. (1) The miRNA is hsa-miR-4745-5p with sequence UGAGUGGGGCUCCCGGGACGGCG. The protein sequence of the target gene is MAAAPLLLLLLLVPVPLLPLLAQGPGGALGNRHAVYWNSSNQHLRREGYTVQVNVNDYLDIYCPHYNSSGVGPGAGPGPGGGAEQYVLYMVSRNGYRTCNASQGFKRWECNRPHAPHSPIKFSEKFQRYSAFSLGYEFHAGHEYYYISTPTHNLHWKCLRMKVFVCCASTSHSGEKPVPTLPQFTMGPNVKINVLEDFEGENPQVPKLEKSISGTSPKREHLPLAVGIAFFLMTFLAS. Result: 1 (interaction). (2) The miRNA is hsa-miR-335-5p with sequence UCAAGAGCAAUAACGAAAAAUGU. The protein sequence of the target gene is MCFSRADAADNYPFGTCQQRKLFPHFHPPNLIGNKFVPLRGSPHRGPGCYFSDGYGLAYDLSKIPTSIKGYTLGARTAVRFKPIQKEMTPHAGRYQKVSPQQEKHKQNFAPFNVLVPRFKNYPKDTYYPSPGAYNPEKKPPPKIAWPMKFGSPDWAQVPCLQKRTLKAELSTDKDFRKHRNRVAYLSLYYN. Result: 1 (interaction). (3) The miRNA is hsa-miR-4663 with sequence AGCUGAGCUCCAUGGACGUGCAGU. The protein sequence of the target gene is MEDPQPLPQSELPLCDSLIIWLQTFKTASPCQDVKQLTNGVTMAQVLHQIDVAWFSESWLSRIKDDVGDNWRIKASNLKKVLHGITSYYHEFLGQQISEELIPDLNQITECADPVELGRLLQLILGCAVNCEKKQEHIKNIMTLEESVQHVVMTAIQELMSKEIVISPASDTVGELEQQLKRALEELQEAIAEKEELKQRCQELDMQVTTLQDEKNSLVSENEMMNEKLDQLDGSFDDPNTMVAKKYFHVQLQLEQLQEENYRLEAAKDDYRVHCEELEKQLIEFQHRNDELTSLAEETR.... Result: 0 (no interaction). (4) The miRNA is hsa-miR-2054 with sequence CUGUAAUAUAAAUUUAAUUUAUU. The protein sequence of the target gene is MALGLKCFRMVHPTFRNYLAASIRPVSEVTLKTVHERQHGHRQYMAYSAVPVRHFATKKAKAKGKGQSQTRVNINAALVEDIINLEEVNEEMKSVIEALKDNFNKTLNIRTSPGSLDKIAVVTADGKLALNQISQISMKSPQLILVNMASFPECTAAAIKAIRESGMNLNPEVEGTLIRVPIPQVTREHREMLVKLAKQNTNKAKDSLRKVRTNSMNKLKKSKDTVSEDTIRLIEKQISQMADDTVAELDRHLAVKTKELLG. Result: 1 (interaction). (5) The protein sequence of the target gene is MSYPQGYLYQAPGSLALYSCPAYGASALAAPRSEELARSASGSAFSPYPGSAAFTAQAATGFGSPLQYSADAAAAAAAGFPSYVGSPYDTHTTGMTGAISYHPYGSAAYPYQLNDPAYRKNATRDATATLKAWLNEHRKNPYPTKGEKIMLAIITKMTLTQVSTWFANARRRLKKENKMTWAPRNKSEDEDEDEGDASRSKEESSDKAQDGTETSAEDEGISLHVDSLTDHSCSAESDGEKLPCRAGDALCESGSECKDKFEDLEDEEDEEDECERDLAPPKPVTSSPLTGVEAPLLSPA.... Result: 0 (no interaction). The miRNA is hsa-miR-4521 with sequence GCUAAGGAAGUCCUGUGCUCAG. (6) The miRNA is hsa-miR-423-5p with sequence UGAGGGGCAGAGAGCGAGACUUU. The protein sequence of the target gene is MAASAAAASAAAASAASGSPGPGEGSAGGEKRSTAPSAAASASASAAASSPAGGGAEALELLEHCGVCRERLRPEREPRLLPCLHSACSACLGPAAPAAANSSGDGGAAGDGTVVDCPVCKQQCFSKDIVENYFMRDSGSKAATDAQDANQCCTSCEDNAPATSYCVECSEPLCETCVEAHQRVKYTKDHTVRSTGPAKSRDGERTVYCNVHKHEPLVLFCESCDTLTCRDCQLNAHKDHQYQFLEDAVRNQRKLLASLVKRLGDKHATLQKSTKEVRSSIRQVSDVQKRVQVDVKMAIL.... Result: 1 (interaction). (7) The miRNA is hsa-miR-501-3p with sequence AAUGCACCCGGGCAAGGAUUCU. The protein sequence of the target gene is MEDGELIEYFKSQMKGDPKMASAVAAIQTLLEFLKRDKGETLQGLRANLTYAIKTLCGVDSSVAVSSGGELFLRFISLTSLEYSDYSKCKKIMIERGELFLRRISLSRNKIANLCHTFIKDGARILTHAYSRVVLRVLEEAVAAKKRFSVYITESQPDLSGKKMAKALSHLNVPVTVVLDAAVGYIMEKADLVIVGAEGVVENGGIINKIGTNQMAVCAKAQNKPFYVVAESFKFVRLFPLNQEDVPDKFKYKADTLKSVQTGQDLKEEHPWVDYTSPSLITLLFTDLGVLTPSAVSDEL.... Result: 0 (no interaction).